This data is from NCI-60 drug combinations with 297,098 pairs across 59 cell lines. The task is: Regression. Given two drug SMILES strings and cell line genomic features, predict the synergy score measuring deviation from expected non-interaction effect. Drug 1: CC(CN1CC(=O)NC(=O)C1)N2CC(=O)NC(=O)C2. Drug 2: C1=NC2=C(N=C(N=C2N1C3C(C(C(O3)CO)O)F)Cl)N. Cell line: OVCAR-8. Synergy scores: CSS=42.1, Synergy_ZIP=-5.38, Synergy_Bliss=-6.71, Synergy_Loewe=-5.98, Synergy_HSA=-3.56.